From a dataset of Forward reaction prediction with 1.9M reactions from USPTO patents (1976-2016). Predict the product of the given reaction. Given the reactants [CH3:1][C:2]1[C:3]([C:11]#[N:12])=[CH:4][C:5]2[N:9]=[CH:8][NH:7][C:6]=2[CH:10]=1.C1COCC1.[O:18]1[CH:23]=[CH:22][CH2:21][CH2:20][CH2:19]1.CC1C=CC(S(O)(=O)=O)=CC=1.O, predict the reaction product. The product is: [CH3:1][C:2]1[C:3]([C:11]#[N:12])=[CH:4][C:5]2[N:9]=[CH:8][N:7]([CH:19]3[CH2:20][CH2:21][CH2:22][CH2:23][O:18]3)[C:6]=2[CH:10]=1.